This data is from Reaction yield outcomes from USPTO patents with 853,638 reactions. The task is: Predict the reaction yield, written as a fraction of the theoretical maximum amount of product (1.0 means a 100% yield; for example, 0.34 means a 34% yield). The reactants are [C:1]([O:5][C:6]([C:8]1[CH:13]=[CH:12][C:11]([C:14]2[C:15]([CH3:55])([CH3:54])[C@H:16]3[C@:29]([CH3:32])([CH2:30][CH:31]=2)[C@@H:28]2[C@:19]([CH3:53])([C@@:20]4([CH3:52])[C@H:25]([CH2:26][CH2:27]2)[C@H:24]2[C@H:33]([C:36]([CH2:38][N:39]([CH3:48])[C:40](=[O:47])[CH2:41][CH2:42][C:43]([O:45][CH3:46])=[O:44])=[CH2:37])[CH2:34][CH2:35][C@:23]2([C:49](O)=[O:50])[CH2:22][CH2:21]4)[CH2:18][CH2:17]3)=[CH:10][CH:9]=1)=[O:7])([CH3:4])([CH3:3])[CH3:2].C(Cl)(=O)C(Cl)=O.C(N(C(C)C)CC)(C)C.[CH3:71][N:72]([CH3:76])[CH2:73][CH2:74][NH2:75]. The catalyst is O. The product is [CH3:71][N:72]([CH3:76])[CH2:73][CH2:74][NH:75][C:49]([C@:23]12[CH2:35][CH2:34][C@@H:33]([C:36]([CH2:38][N:39]([CH3:48])[C:40](=[O:47])[CH2:41][CH2:42][C:43]([O:45][CH3:46])=[O:44])=[CH2:37])[C@@H:24]1[C@@H:25]1[C@@:20]([CH3:52])([CH2:21][CH2:22]2)[C@@:19]2([CH3:53])[C@@H:28]([C@:29]3([CH3:32])[C@@H:16]([CH2:17][CH2:18]2)[C:15]([CH3:54])([CH3:55])[C:14]([C:11]2[CH:10]=[CH:9][C:8]([C:6]([O:5][C:1]([CH3:4])([CH3:3])[CH3:2])=[O:7])=[CH:13][CH:12]=2)=[CH:31][CH2:30]3)[CH2:27][CH2:26]1)=[O:50]. The yield is 0.670.